From a dataset of Full USPTO retrosynthesis dataset with 1.9M reactions from patents (1976-2016). Predict the reactants needed to synthesize the given product. (1) Given the product [C:18]([C:22]1[CH:27]=[CH:26][C:25]([S:28]([NH:1][C:2]2[CH:3]=[CH:4][C:5]([F:17])=[C:6]([F:16])[C:7]=2[C:8]([C:10]2[CH:15]=[CH:14][N:13]=[CH:12][CH:11]=2)=[O:9])(=[O:30])=[O:29])=[CH:24][CH:23]=1)([CH3:21])([CH3:19])[CH3:20], predict the reactants needed to synthesize it. The reactants are: [NH2:1][C:2]1[C:7]([C:8]([C:10]2[CH:15]=[CH:14][N:13]=[CH:12][CH:11]=2)=[O:9])=[C:6]([F:16])[C:5]([F:17])=[CH:4][CH:3]=1.[C:18]([C:22]1[CH:27]=[CH:26][C:25]([S:28](Cl)(=[O:30])=[O:29])=[CH:24][CH:23]=1)([CH3:21])([CH3:20])[CH3:19]. (2) Given the product [CH2:52]([N:47]([CH2:48][CH2:49][CH2:50][CH3:51])[C:46]([C:3]1[C:2]([Cl:1])=[C:6]([CH3:7])[N:5]([C:8]2[CH:29]=[CH:28][C:27]([C:30](=[O:45])[NH:31][S:32]([C:35]3[CH:44]=[CH:43][C:42]4[C:37](=[CH:38][CH:39]=[CH:40][CH:41]=4)[CH:36]=3)(=[O:34])=[O:33])=[CH:26][C:9]=2[C:10]([N:12]2[C@@H:21]([CH2:22][OH:23])[CH2:20][C:19]3[C:14](=[CH:15][CH:16]=[CH:17][CH:18]=3)[CH2:13]2)=[O:11])[N:4]=1)=[O:56])[CH2:53][CH2:54][CH3:55], predict the reactants needed to synthesize it. The reactants are: [Cl:1][C:2]1[C:3]([C:46](=[O:56])[N:47]([CH2:52][CH2:53][CH2:54][CH3:55])[CH2:48][CH2:49][CH2:50][CH3:51])=[N:4][N:5]([C:8]2[CH:29]=[CH:28][C:27]([C:30](=[O:45])[NH:31][S:32]([C:35]3[CH:44]=[CH:43][C:42]4[C:37](=[CH:38][CH:39]=[CH:40][CH:41]=4)[CH:36]=3)(=[O:34])=[O:33])=[CH:26][C:9]=2[C:10]([N:12]2[C@@H:21]([C:22](OC)=[O:23])[CH2:20][C:19]3[C:14](=[CH:15][CH:16]=[CH:17][CH:18]=3)[CH2:13]2)=[O:11])[C:6]=1[CH3:7].[BH4-].[Na+].